From a dataset of Reaction yield outcomes from USPTO patents with 853,638 reactions. Predict the reaction yield, written as a fraction of the theoretical maximum amount of product (1.0 means a 100% yield; for example, 0.34 means a 34% yield). The reactants are [Br:1][C:2]1[CH:3]=[C:4]([NH:10][C:11]2[CH:19]=[C:14]3[CH2:15][NH:16][CH2:17][CH2:18][N:13]3[N:12]=2)[C:5](=[O:9])[N:6]([CH3:8])[CH:7]=1.[O:20]1[CH2:23][C:22](=O)[CH2:21]1.C([BH3-])#N.[Na+].C(Cl)Cl.C(OCC)C.CO. The catalyst is CO.[Cl-].[Zn+2].[Cl-]. The product is [Br:1][C:2]1[CH:3]=[C:4]([NH:10][C:11]2[CH:19]=[C:14]3[CH2:15][N:16]([CH:22]4[CH2:23][O:20][CH2:21]4)[CH2:17][CH2:18][N:13]3[N:12]=2)[C:5](=[O:9])[N:6]([CH3:8])[CH:7]=1. The yield is 0.340.